Dataset: Full USPTO retrosynthesis dataset with 1.9M reactions from patents (1976-2016). Task: Predict the reactants needed to synthesize the given product. Given the product [C:19]([O:23][C:24]([NH:26][C@:27]([CH3:32])([CH2:33][C:34]1[CH:35]=[CH:36][CH:37]=[CH:38][CH:39]=1)[C:28]([NH:30][NH:31][C:12]([C:9]1[C:8]2[CH:15]=[CH:16][CH:17]=[CH:18][C:7]=2[O:6][C:5]2[CH:4]=[CH:3][CH:2]=[CH:1][C:11]=2[CH:10]=1)=[O:13])=[O:29])=[O:25])([CH3:20])([CH3:21])[CH3:22], predict the reactants needed to synthesize it. The reactants are: [CH:1]1[C:11]2[CH:10]=[C:9]([C:12](O)=[O:13])[C:8]3[CH:15]=[CH:16][CH:17]=[CH:18][C:7]=3[O:6][C:5]=2[CH:4]=[CH:3][CH:2]=1.[C:19]([O:23][C:24]([NH:26][C@@:27]([CH2:33][C:34]1[CH:39]=[CH:38][CH:37]=[CH:36][CH:35]=1)([CH3:32])[C:28]([NH:30][NH2:31])=[O:29])=[O:25])([CH3:22])([CH3:21])[CH3:20].Cl.CN(C)CCCN=C=NCC.ON1C2N=CC=CC=2N=N1.